This data is from Drug-target binding data from BindingDB using IC50 measurements. The task is: Regression. Given a target protein amino acid sequence and a drug SMILES string, predict the binding affinity score between them. We predict pIC50 (pIC50 = -log10(IC50 in M); higher means more potent). Dataset: bindingdb_ic50. (1) The pIC50 is 6.1. The target protein (O35949) has sequence MDTSMNFSRGLKMDLMQPYDFETFQDLRPFLEEYWVSSFLIVVVYLLLIVVGQTYMRTRKSFSLQRPLILWSFFLAIFSILGTLRMWKFMATVMFTVGLKQTVCFAIYTDDAVVRFWSFLFLLSKVVELGDTAFIILRKRPLIFVHWYHHSTVLLFTSFGYKNKVPSGGWFMTMNFGVHSVMYTYYTMKAAKLKHPNLLPMVITSLQILQMVLGTIFGILNYIWRQEKGCHTTTEHFFWSFMLYGTYFILFAHFFHRAYLRPKGKVASKSQ. The drug is CC(C)Oc1ccc(NC(=O)[C@@H]2C[C@@H]3CC[C@@H]2N(S(=O)(=O)c2cn(C)cn2)C3)cc1. (2) The drug is Cn1c(-c2cccc(NC(=O)C(=O)Nc3ccc(-c4ccsc4)cc3)c2)c(I)c2cc(C(=O)O)c(O)cc21. The target protein (Q9BVJ7) has sequence MGVQPPNFSWVLPGRLAGLALPRLPAHYQFLLDLGVRHLVSLTERGPPHSDSCPGLTLHRLRIPDFCPPAPDQIDRFVQIVDEANARGEAVGVHCALGFGRTGTMLACYLVKERGLAAGDAIAEIRRLRPGSIETYEQEKAVFQFYQRTK. The pIC50 is 5.6. (3) The compound is Nc1nnc(-c2cc(=O)c3ccccc3o2)s1. The target protein (P07382) has sequence MSRAAARFKIPMPETKADFAFPSLRAFSIVVALDMQHGIGDGESIPWRVPEDMTFFKNQTTLLRNKKPPTEKKRNAVVMGRKTWESVPVKFRPLKGRLNIVLSSKATVEELLAPLPEGQRAAAAQDVVVVNGGLAEALRLLARPLYCSSIETAYCVGGAQVYADAMLSPCIEKLQEVYLTRIYATAPACTRFFPFPPENAATAWDLASSQGRRKSEAEGLEFEICKYVPRNHEERQYLELIDRIMKTGIVKEDRTGVGTISLFGAQMRFSLRDNRLPLLTTKRVFWRGVCEELLWFLRGETSAQLLADKDIHIWDGNGSREFLDSRGLTENKEMDLGPVYGFQWRHFGADYKGFEANYDGEGVDQIKLIVETIKTNPNDRRLLVTAWNPCALQKMALPPCHLLAQFYVNTDTSELSCMLYQRSCDMGLGVPFNIASYALLTILIAKATGLRPGELVHTLGDAHVYRNHVDALKAQLERVPHAFPTLIFKEERQYLEDYEL.... The pIC50 is 2.9. (4) The drug is CN[C@@H](C)C(=O)N[C@H]1CCc2ccccc2N(Cc2c(OC)ccc3cc(-c4n[nH]c(=O)[nH]4)ccc23)C1=O. The target protein (Q13490) has sequence MHKTASQRLFPGPSYQNIKSIMEDSTILSDWTNSNKQKMKYDFSCELYRMSTYSTFPAGVPVSERSLARAGFYYTGVNDKVKCFCCGLMLDNWKLGDSPIQKHKQLYPSCSFIQNLVSASLGSTSKNTSPMRNSFAHSLSPTLEHSSLFSGSYSSLSPNPLNSRAVEDISSSRTNPYSYAMSTEEARFLTYHMWPLTFLSPSELARAGFYYIGPGDRVACFACGGKLSNWEPKDDAMSEHRRHFPNCPFLENSLETLRFSISNLSMQTHAARMRTFMYWPSSVPVQPEQLASAGFYYVGRNDDVKCFCCDGGLRCWESGDDPWVEHAKWFPRCEFLIRMKGQEFVDEIQGRYPHLLEQLLSTSDTTGEENADPPIIHFGPGESSSEDAVMMNTPVVKSALEMGFNRDLVKQTVQSKILTTGENYKTVNDIVSALLNAEDEKREEEKEKQAEEMASDDLSLIRKNRMALFQQLTCVLPILDNLLKANVINKQEHDIIKQKT.... The pIC50 is 6.9. (5) The small molecule is O=c1nc2sc3ccccc3n2c(=O)n1-c1ccccc1. The target protein sequence is MVLVLHHILIAVVQFLRRGQQVFLKPDEPPPPPQPCADSLQDALLSLGSVIDISGLQRAVKEALSAVLPRVETVYTYLLDGESQLVCEDPPHELPQEGKVREAIISQKRLGCNGLGFSDLPGKPLARLVAPLAPDTQVLVMPLADKEAGAVAAVILVHCGQLSDNEEWSLQAVEKHTLVALRRVQVLQQRGPREAPRAVQNPPEGTAEDQKGGAAYTDRDRKILQLCGELYDLDASSLQLKVLQYLQQETRASRCCLLLVSEDNLQLSCKVIGDKVLGEEVSFPLTGCLGQVVEDKKSIQLKDLTSEDVQQLQSMLGCELQAMLCVPVISRATDQVVALACAFNKLEGDLFTDEDEHVIQHCFHYTSTVLTSTLAFQKEQKLKCECQALLQVAKNLFTHLDDVSVLLQEIITEARNLSNAEICSVFLLDQNELVAKVFDGGVVDDESYEIRIPADQGIAGHVATTGQILNIPDAYAHPLFYRGVDDSTGFRTRNILCFPI.... The pIC50 is 4.0. (6) The compound is CC[C@H](C1CC1)n1cc(C#N)nc(Nc2cc(C)c(OC)nc2C)c1=O. The target protein sequence is MGRRPQLRLVKALLLLGLNPVSTSLQDQRCENLSLTSNVSGLQCNASVDLIGTCWPRSPAGQLVVRPCPAFFYGVRYNTTNNGYRECLANGSWAARVNYSECQEILNEEKKSKVHYHVAVIINYLGHCISLVALLVAFVLFLRLRSIRCLRNIIHWNLISAFILRNATWFVVQLTVSPEVHQSNVAWCRLVTAAYNYFHVTNFFWMFGEGCYLHTAIVLTYSTDRLRKWMFVCIGWGVPFPIIVAWAIGKLHYDNEKCWFGKRPGVYTDYIYQGPMILVLLINFIFLFNIVRILMTKLRASTTSETIQYRKAVKATLVLLPLLGITYMLFFVNPGEDEVSRVVFIYFNSFLESFQGFFVSVFYCFLNSEVRSAIRKRWRRWQDKHSIRARVARAMSIPTSPTRVSFHSIKQSTAV. The pIC50 is 8.7. (7) The drug is Cn1cncc1C(OCc1ccc(C#N)cc1NS(=O)(=O)c1cccc2ccccc12)c1ccc(C#N)cc1. The target protein (Q5EAD5) has sequence MAATEDERPTGSGEGERLDFLRDRHVRFFQRCLQVLPERYSSLETSRLTIAFFALSGLDMLDSLDVVNKDDIIEWIYSLQVLPTEDRSNLNRCGFRGSSYLGIPFNPSKNPGTAHPYDSGHIAMTYTGLSCLVILGDDLSRVNKEACLAGLRALQLEDGSFCAVPEGSENDMRFVYCASCICYMLNNWSGMDMKKAINYIRRSMSYDNGLAQGAGLESHGGSTFCGIASLCLMGKLEEVFSEKELNRIKRWCIMRQQNGYHGRPNKPVDTCYSFWVGATLKLLKIFQYTNFEKNRNYILSTQDRLVGGFAKWPDSHPDALHAYFGICGLSLMEESGICKVHPALNVSTRTSERLRDLHQSWKTKDSKQCSENVHIST. The pIC50 is 7.0.